Dataset: Forward reaction prediction with 1.9M reactions from USPTO patents (1976-2016). Task: Predict the product of the given reaction. (1) Given the reactants [NH:1](C(OC(C)(C)C)=O)[C@H:2]([C:5]([OH:7])=[O:6])[CH2:3][NH2:4].[C:15]([N:25]1[CH2:30][CH2:29][N:28]([CH2:31][CH2:32][NH2:33])[CH2:27][CH2:26]1)([O:17][CH2:18][C:19]1[CH:24]=[CH:23][CH:22]=[CH:21][CH:20]=1)=[O:16].[C:34]([OH:40])([C:36]([F:39])([F:38])[F:37])=[O:35], predict the reaction product. The product is: [NH2:1][C@H:2]([C:5]([OH:7])=[O:6])[CH2:3][NH2:4].[OH:40][C:34]([C:36]([F:39])([F:38])[F:37])=[O:35].[C:15]([N:25]1[CH2:30][CH2:29][N:28]([CH2:31][CH2:32][NH2:33])[CH2:27][CH2:26]1)([O:17][CH2:18][C:19]1[CH:20]=[CH:21][CH:22]=[CH:23][CH:24]=1)=[O:16]. (2) The product is: [Cl:26][CH2:13][C:11]1[CH:10]=[CH:9][C:8]([C:15]2[CH:20]=[C:19]([O:21][CH3:22])[CH:18]=[CH:17][C:16]=2[F:23])=[C:7]([C:4]2[CH2:3][CH2:2][O:1][CH2:6][CH:5]=2)[CH:12]=1. Given the reactants [O:1]1[CH2:6][CH:5]=[C:4]([C:7]2[CH:12]=[C:11]([CH2:13]O)[CH:10]=[CH:9][C:8]=2[C:15]2[CH:20]=[C:19]([O:21][CH3:22])[CH:18]=[CH:17][C:16]=2[F:23])[CH2:3][CH2:2]1.S(Cl)([Cl:26])=O, predict the reaction product. (3) Given the reactants [CH3:1][O:2][C:3]1[CH:10]=[CH:9][C:6]([C:7]#[N:8])=[C:5]([NH:11][CH3:12])[CH:4]=1.[Li+].C[Si]([N-][Si](C)(C)C)(C)C.[CH3:23][S:24](Cl)(=[O:26])=[O:25], predict the reaction product. The product is: [C:7]([C:6]1[CH:9]=[CH:10][C:3]([O:2][CH3:1])=[CH:4][C:5]=1[N:11]([CH3:12])[S:24]([CH3:23])(=[O:26])=[O:25])#[N:8].